From a dataset of Forward reaction prediction with 1.9M reactions from USPTO patents (1976-2016). Predict the product of the given reaction. (1) Given the reactants Br[CH2:2][CH3:3].[C:4]([O:8][C:9](=[O:30])[NH:10][CH2:11][CH2:12][CH2:13][NH:14][CH2:15][C:16]1[C:17]2[C:22]([CH:23]=[C:24]3[C:29]=1[CH:28]=[CH:27][CH:26]=[CH:25]3)=[CH:21][CH:20]=[CH:19][CH:18]=2)([CH3:7])([CH3:6])[CH3:5].C([O-])([O-])=O.[K+].[K+], predict the reaction product. The product is: [C:4]([O:8][C:9](=[O:30])[NH:10][CH2:11][CH2:12][CH2:13][N:14]([CH2:15][C:16]1[C:17]2[C:22]([CH:23]=[C:24]3[C:29]=1[CH:28]=[CH:27][CH:26]=[CH:25]3)=[CH:21][CH:20]=[CH:19][CH:18]=2)[CH2:2][CH3:3])([CH3:7])([CH3:5])[CH3:6]. (2) Given the reactants [N+](C1C=CC=CC=1OCCOCCOCC[O:15][S:16]([CH3:19])(=O)=[O:17])([O-])=O.[N+:24]([C:27]1[CH:42]=[CH:41][CH:40]=[CH:39][C:28]=1[O:29][CH2:30][CH2:31][O:32][CH2:33][CH2:34][O:35]CCO)([O-:26])=[O:25].CCOC(C)=O, predict the reaction product. The product is: [N+:24]([C:27]1[CH:42]=[CH:41][CH:40]=[CH:39][C:28]=1[O:29][CH2:30][CH2:31][O:32][CH2:33][CH2:34][O:35][S:16]([CH3:19])(=[O:17])=[O:15])([O-:26])=[O:25].